From a dataset of Full USPTO retrosynthesis dataset with 1.9M reactions from patents (1976-2016). Predict the reactants needed to synthesize the given product. Given the product [NH2:1][C:2]1[N:7]([C:8]2[CH:13]=[CH:12][CH:11]=[C:10]([NH2:27])[CH:9]=2)[CH2:6][N:5]=[C:4]2[O:15][CH:16]=[CH:17][C:3]=12, predict the reactants needed to synthesize it. The reactants are: [NH2:1][C:2]1[N:7]([C:8]2[CH:13]=[CH:12][C:11](N)=[CH:10][CH:9]=2)[CH2:6][N:5]=[C:4]2[O:15][CH:16]=[CH:17][C:3]=12.CC(C1C=CC=C([NH2:27])C=1)=O.